Dataset: Reaction yield outcomes from USPTO patents with 853,638 reactions. Task: Predict the reaction yield, written as a fraction of the theoretical maximum amount of product (1.0 means a 100% yield; for example, 0.34 means a 34% yield). The reactants are [CH2:1]([N:8]1[CH:16]=[C:15]2[C:10]([CH:11]=[C:12]([C:17]3[CH:18]=[C:19]([CH:27]4[CH2:32][CH2:31]NCC4)[N:20]4[C:25]=3[C:24]([NH2:26])=[N:23][CH:22]=[N:21]4)[CH:13]=[CH:14]2)=[N:9]1)[C:2]1[CH:7]=[CH:6][CH:5]=[CH:4][CH:3]=1.CCN=C=NCCCN(C)C.Cl.C1[CH:46]=[CH:47][C:48]2N(O)N=[N:51][C:49]=2C=1.C(N(C(C)C)CC)(C)C.[CH3:64][N:65]([CH:67]=[O:68])[CH3:66]. No catalyst specified. The product is [NH2:51][CH2:49][C:48]1([C:67]([N:65]2[CH2:66][CH2:31][CH2:32][CH:27]([C:19]3[N:20]4[C:25]([C:24]([NH2:26])=[N:23][CH:22]=[N:21]4)=[C:17]([C:12]4[CH:13]=[CH:14][C:15]5[C:10]([CH:11]=4)=[N:9][N:8]([CH2:1][C:2]4[CH:7]=[CH:6][CH:5]=[CH:4][CH:3]=4)[CH:16]=5)[CH:18]=3)[CH2:64]2)=[O:68])[CH2:46][CH2:47]1. The yield is 0.0800.